This data is from NCI-60 drug combinations with 297,098 pairs across 59 cell lines. The task is: Regression. Given two drug SMILES strings and cell line genomic features, predict the synergy score measuring deviation from expected non-interaction effect. (1) Drug 1: C1CC(=O)NC(=O)C1N2CC3=C(C2=O)C=CC=C3N. Drug 2: CC(C1=C(C=CC(=C1Cl)F)Cl)OC2=C(N=CC(=C2)C3=CN(N=C3)C4CCNCC4)N. Cell line: A549. Synergy scores: CSS=17.2, Synergy_ZIP=-6.35, Synergy_Bliss=-1.60, Synergy_Loewe=-1.14, Synergy_HSA=-1.07. (2) Drug 1: CC1=CC=C(C=C1)C2=CC(=NN2C3=CC=C(C=C3)S(=O)(=O)N)C(F)(F)F. Drug 2: CC12CCC3C(C1CCC2O)C(CC4=C3C=CC(=C4)O)CCCCCCCCCS(=O)CCCC(C(F)(F)F)(F)F. Cell line: SK-OV-3. Synergy scores: CSS=-6.70, Synergy_ZIP=3.53, Synergy_Bliss=1.27, Synergy_Loewe=-6.09, Synergy_HSA=-7.03. (3) Drug 2: C1=NC(=NC(=O)N1C2C(C(C(O2)CO)O)O)N. Synergy scores: CSS=15.5, Synergy_ZIP=-2.02, Synergy_Bliss=-3.72, Synergy_Loewe=-55.1, Synergy_HSA=-7.33. Drug 1: CN(C)C1=NC(=NC(=N1)N(C)C)N(C)C. Cell line: ACHN. (4) Drug 1: CCCS(=O)(=O)NC1=C(C(=C(C=C1)F)C(=O)C2=CNC3=C2C=C(C=N3)C4=CC=C(C=C4)Cl)F. Drug 2: CC1C(C(=O)NC(C(=O)N2CCCC2C(=O)N(CC(=O)N(C(C(=O)O1)C(C)C)C)C)C(C)C)NC(=O)C3=C4C(=C(C=C3)C)OC5=C(C(=O)C(=C(C5=N4)C(=O)NC6C(OC(=O)C(N(C(=O)CN(C(=O)C7CCCN7C(=O)C(NC6=O)C(C)C)C)C)C(C)C)C)N)C. Cell line: NCI-H322M. Synergy scores: CSS=35.7, Synergy_ZIP=24.3, Synergy_Bliss=30.8, Synergy_Loewe=23.8, Synergy_HSA=24.6. (5) Drug 1: C1=NC2=C(N=C(N=C2N1C3C(C(C(O3)CO)O)F)Cl)N. Drug 2: CN(CCCl)CCCl.Cl. Cell line: A549. Synergy scores: CSS=27.8, Synergy_ZIP=-2.18, Synergy_Bliss=0.268, Synergy_Loewe=-2.18, Synergy_HSA=0.538. (6) Drug 1: CCC1(CC2CC(C3=C(CCN(C2)C1)C4=CC=CC=C4N3)(C5=C(C=C6C(=C5)C78CCN9C7C(C=CC9)(C(C(C8N6C=O)(C(=O)OC)O)OC(=O)C)CC)OC)C(=O)OC)O.OS(=O)(=O)O. Synergy scores: CSS=0.302, Synergy_ZIP=0.874, Synergy_Bliss=1.64, Synergy_Loewe=-0.109, Synergy_HSA=0.0874. Drug 2: CC(C)CN1C=NC2=C1C3=CC=CC=C3N=C2N. Cell line: A549. (7) Drug 2: CCC1(C2=C(COC1=O)C(=O)N3CC4=CC5=C(C=CC(=C5CN(C)C)O)N=C4C3=C2)O.Cl. Synergy scores: CSS=50.6, Synergy_ZIP=-1.03, Synergy_Bliss=-0.468, Synergy_Loewe=-67.1, Synergy_HSA=-0.789. Drug 1: CCCCCOC(=O)NC1=NC(=O)N(C=C1F)C2C(C(C(O2)C)O)O. Cell line: UACC62.